From a dataset of Catalyst prediction with 721,799 reactions and 888 catalyst types from USPTO. Predict which catalyst facilitates the given reaction. (1) Reactant: I[C:2]1[N:7]=[N:6][C:5]2[NH:8][CH:9]=[CH:10][C:4]=2[CH:3]=1.[CH2:11]([C:15]1[S:19][C:18]([NH2:20])=[N:17][N:16]=1)[CH2:12][C:13]#[CH:14].CCN(CC)CC. The catalyst class is: 538. Product: [N:6]1[C:5]2[NH:8][CH:9]=[CH:10][C:4]=2[CH:3]=[C:2]([C:14]#[C:13][CH2:12][CH2:11][C:15]2[S:19][C:18]([NH2:20])=[N:17][N:16]=2)[N:7]=1. (2) Reactant: C(=O)(O)[O-].[Na+].[NH2:6][CH:7]([C:12]1[CH:13]=[N:14][CH:15]=[CH:16][CH:17]=1)[CH2:8][C:9](O)=[O:10].FC(F)(F)S(Cl)(=O)=O. Product: [N:14]1[CH:15]=[CH:16][CH:17]=[C:12]([CH:7]2[NH:6][C:9](=[O:10])[CH2:8]2)[CH:13]=1. The catalyst class is: 10. (3) Reactant: [Cl:1][C:2]1[N:7]=[CH:6][C:5]2[C:8](I)=[N:9][N:10]([CH:11]([CH3:13])[CH3:12])[C:4]=2[CH:3]=1.C(=O)([O-])[O-].[Cs+].[Cs+].C1(P(C2C=CC=CC=2)C2C3OC4C(=CC=CC=4P(C4C=CC=CC=4)C4C=CC=CC=4)C(C)(C)C=3C=CC=2)C=CC=CC=1.[S:63]1(=[O:70])(=[O:69])[CH2:68][CH2:67][NH:66][CH2:65][CH2:64]1. Product: [Cl:1][C:2]1[N:7]=[CH:6][C:5]2[C:8]([N:66]3[CH2:67][CH2:68][S:63](=[O:70])(=[O:69])[CH2:64][CH2:65]3)=[N:9][N:10]([CH:11]([CH3:13])[CH3:12])[C:4]=2[CH:3]=1. The catalyst class is: 584. (4) Reactant: [Cl:1][C:2]1[CH:3]=[C:4]2[CH:10]=[C:9]([C:11]([OH:13])=O)[NH:8][C:5]2=[CH:6][N:7]=1.[CH3:14][O:15][C:16](=[O:30])[CH2:17][N:18]1[C:27]2[C:22](=[CH:23][CH:24]=[CH:25][CH:26]=2)[CH2:21][C@@H:20]([NH2:28])[C:19]1=[O:29].C1C=CC2N(O)N=NC=2C=1.CCN(C(C)C)C(C)C.CCN=C=NCCCN(C)C. Product: [CH3:14][O:15][C:16](=[O:30])[CH2:17][N:18]1[C:27]2[C:22](=[CH:23][CH:24]=[CH:25][CH:26]=2)[CH2:21][C@@H:20]([NH:28][C:11]([C:9]2[NH:8][C:5]3=[CH:6][N:7]=[C:2]([Cl:1])[CH:3]=[C:4]3[CH:10]=2)=[O:13])[C:19]1=[O:29]. The catalyst class is: 3. (5) Reactant: [NH:1]1[CH:5]=[CH:4][N:3]=[CH:2]1.C(=O)(O)[O-].[Na+].[CH:11]([O:24][C:25]([C@H:27]1[C@:33]([CH2:35]Cl)([CH3:34])[S:32][C@H:31]2[N:28]1[C:29](=[O:37])[CH2:30]2)=[O:26])([C:18]1[CH:23]=[CH:22][CH:21]=[CH:20][CH:19]=1)[C:12]1[CH:17]=[CH:16][CH:15]=[CH:14][CH:13]=1. Product: [CH:11]([O:24][C:25]([C@H:27]1[C@@:33]([CH2:34][N:1]2[CH:5]=[CH:4][N:3]=[CH:2]2)([CH3:35])[S:32][C@H:31]2[N:28]1[C:29](=[O:37])[CH2:30]2)=[O:26])([C:12]1[CH:13]=[CH:14][CH:15]=[CH:16][CH:17]=1)[C:18]1[CH:19]=[CH:20][CH:21]=[CH:22][CH:23]=1. The catalyst class is: 744. (6) Reactant: [OH:1][C:2]1[CH:3]=[C:4]2[C:9](=[CH:10][CH:11]=1)[NH:8][C:7](=[O:12])[CH2:6][CH2:5]2.C(=O)([O-])[O-].[K+].[K+].Br[CH2:20][C:21]([O:23][CH2:24][CH3:25])=[O:22]. Product: [O:12]=[C:7]1[CH2:6][CH2:5][C:4]2[C:9](=[CH:10][CH:11]=[C:2]([O:1][CH2:20][C:21]([O:23][CH2:24][CH3:25])=[O:22])[CH:3]=2)[NH:8]1. The catalyst class is: 3. (7) Reactant: [C:1]1([CH:7]([C:21]2[CH:26]=[CH:25][CH:24]=[CH:23][CH:22]=2)[CH2:8][CH2:9][N:10]2[CH:15]=[CH:14][CH:13]=[C:12]([C:16]([O:18]C)=[O:17])[C:11]2=[O:20])[CH:6]=[CH:5][CH:4]=[CH:3][CH:2]=1.[OH-].[Na+]. Product: [C:21]1([CH:7]([C:1]2[CH:6]=[CH:5][CH:4]=[CH:3][CH:2]=2)[CH2:8][CH2:9][N:10]2[CH:15]=[CH:14][CH:13]=[C:12]([C:16]([OH:18])=[O:17])[C:11]2=[O:20])[CH:22]=[CH:23][CH:24]=[CH:25][CH:26]=1. The catalyst class is: 36. (8) Reactant: CC1(C)[O:6][C:5](=[CH:7][C:8]([N:10]([CH2:13][C:14]2[CH:19]=[CH:18][C:17]([F:20])=[CH:16][C:15]=2[C:21]([F:24])([F:23])[F:22])[O:11][CH3:12])=[O:9])[C:4](=[O:25])O1.[CH2:27]=O.[NH2:29][CH2:30][CH2:31][N:32]1[CH2:37][CH2:36][O:35][CH2:34][CH2:33]1. Product: [F:20][C:17]1[CH:18]=[CH:19][C:14]([CH2:13][N:10]([O:11][CH3:12])[C:8]([C:7]2[CH2:27][N:29]([CH2:30][CH2:31][N:32]3[CH2:37][CH2:36][O:35][CH2:34][CH2:33]3)[C:4](=[O:25])[C:5]=2[OH:6])=[O:9])=[C:15]([C:21]([F:22])([F:23])[F:24])[CH:16]=1. The catalyst class is: 5. (9) Reactant: [CH2:1]([O:8][C:9]1[CH:14]=[C:13]([NH2:15])[CH:12]=[CH:11][C:10]=1[O:16][CH3:17])[C:2]1[CH:7]=[CH:6][CH:5]=[CH:4][CH:3]=1.[CH2:18]([O:25][C:26]1[CH:34]=[CH:33][C:29]([C:30](O)=[O:31])=[CH:28][C:27]=1[O:35][CH3:36])[C:19]1[CH:24]=[CH:23][CH:22]=[CH:21][CH:20]=1.ON1C2C=CC=CC=2N=N1. Product: [CH2:18]([O:25][C:26]1[CH:34]=[CH:33][C:29]([C:30]([NH:15][C:13]2[CH:12]=[CH:11][C:10]([O:16][CH3:17])=[C:9]([O:8][CH2:1][C:2]3[CH:3]=[CH:4][CH:5]=[CH:6][CH:7]=3)[CH:14]=2)=[O:31])=[CH:28][C:27]=1[O:35][CH3:36])[C:19]1[CH:20]=[CH:21][CH:22]=[CH:23][CH:24]=1. The catalyst class is: 9.